Dataset: Full USPTO retrosynthesis dataset with 1.9M reactions from patents (1976-2016). Task: Predict the reactants needed to synthesize the given product. (1) Given the product [F:77][C:31]1([F:30])[CH2:36][CH2:35][CH:34]([C:37]2[C:46]3[CH:45]([OH:47])[CH2:44][C:43]([CH3:57])([CH3:58])[CH2:42][C:41]=3[N:40]=[C:39]([CH:59]3[CH2:64][CH2:63][N:62]([C:2]4[N:7]=[CH:6][C:5]([O:8][CH2:9][CH2:10][C:11]([F:14])([F:13])[F:12])=[CH:4][N:3]=4)[CH2:61][CH2:60]3)[C:38]=2[CH:65]([F:76])[C:66]2[CH:71]=[CH:70][C:69]([C:72]([F:74])([F:75])[F:73])=[CH:68][CH:67]=2)[CH2:33][CH2:32]1, predict the reactants needed to synthesize it. The reactants are: Cl[C:2]1[N:7]=[CH:6][C:5]([O:8][CH2:9][CH2:10][C:11]([F:14])([F:13])[F:12])=[CH:4][N:3]=1.ClC1N=CC(OC2CCN(C)CC2)=CN=1.[F:30][C:31]1([F:77])[CH2:36][CH2:35][CH:34]([C:37]2[C:46]3[CH:45]([O:47]CC4C=CC(OC)=CC=4)[CH2:44][C:43]([CH3:58])([CH3:57])[CH2:42][C:41]=3[N:40]=[C:39]([CH:59]3[CH2:64][CH2:63][NH:62][CH2:61][CH2:60]3)[C:38]=2[CH:65]([F:76])[C:66]2[CH:71]=[CH:70][C:69]([C:72]([F:75])([F:74])[F:73])=[CH:68][CH:67]=2)[CH2:33][CH2:32]1. (2) Given the product [CH3:15][S:16][C:17]1[N:22]=[C:21]2[N:23]([CH:2]3[C:10]4[C:5](=[C:6]([NH:11][C:12](=[O:14])[CH3:13])[CH:7]=[CH:8][CH:9]=4)[CH2:4][CH2:3]3)[N:24]=[CH:25][C:20]2=[CH:19][N:18]=1, predict the reactants needed to synthesize it. The reactants are: O[CH:2]1[C:10]2[C:5](=[C:6]([NH:11][C:12](=[O:14])[CH3:13])[CH:7]=[CH:8][CH:9]=2)[CH2:4][CH2:3]1.[CH3:15][S:16][C:17]1[N:22]=[C:21]2[NH:23][N:24]=[CH:25][C:20]2=[CH:19][N:18]=1. (3) Given the product [OH:1][CH2:2][CH2:3][NH:4][S:5]([C:8]1[CH:13]=[CH:12][C:11]([CH:19]2[CH2:20][CH2:21][CH2:22][CH:17]([NH:4][C@@H:3]([C:18]3[C:17]4[C:22](=[CH:13][CH:8]=[CH:9][CH:10]=4)[CH:21]=[CH:20][CH:19]=3)[CH3:2])[CH2:18]2)=[CH:10][CH:9]=1)(=[O:7])=[O:6], predict the reactants needed to synthesize it. The reactants are: [OH:1][CH2:2][CH2:3][NH:4][S:5]([C:8]1[CH:13]=[CH:12][C:11](B(O)O)=[CH:10][CH:9]=1)(=[O:7])=[O:6].[C:17]1(=O)[CH2:22][CH2:21][CH2:20][CH:19]=[CH:18]1. (4) Given the product [NH2:1][C:2]1[CH:3]=[CH:4][C:5]([C:18]2[S:19][CH:20]=[CH:21][CH:22]=2)=[C:6]2[C:10]=1[C:9](=[O:11])[NH:8][CH2:7]2, predict the reactants needed to synthesize it. The reactants are: [NH2:1][C:2]1[CH:3]=[CH:4][C:5](Br)=[C:6]2[C:10]=1[C:9](=[O:11])[NH:8][CH2:7]2.C([Sn](CCCC)(CCCC)[C:18]1[S:19][CH:20]=[CH:21][CH:22]=1)CCC. (5) Given the product [CH3:18][N:17]1[C:10]2[C:11](=[N:12][CH:13]=[CH:14][C:9]=2[O:8][C:7]2[CH:20]=[CH:21][C:4]([NH:3][C:32]([NH:31][C:29]3[N:28]([C:41]4[CH:46]=[CH:45][C:44]([F:47])=[CH:43][CH:42]=4)[N:27]=[C:26]([C:22]([CH3:25])([CH3:24])[CH3:23])[CH:30]=3)=[O:33])=[CH:5][CH:6]=2)[NH:15][C:16]1=[O:19], predict the reactants needed to synthesize it. The reactants are: II.[NH2:3][C:4]1[CH:21]=[CH:20][C:7]([O:8][C:9]2[CH:14]=[CH:13][N:12]=[C:11]3[NH:15][C:16](=[O:19])[N:17]([CH3:18])[C:10]=23)=[CH:6][CH:5]=1.[C:22]([C:26]1[CH:30]=[C:29]([NH:31][C:32](=O)[O:33]C2C=CC=CC=2)[N:28]([C:41]2[CH:46]=[CH:45][C:44]([F:47])=[CH:43][CH:42]=2)[N:27]=1)([CH3:25])([CH3:24])[CH3:23]. (6) The reactants are: Cl.C[O:3][CH:4](OC)[C:5]1[N:14]=[C:13]2[C:8]([CH2:9][CH2:10][CH2:11][N:12]2[C:15]2[CH:20]=[CH:19][CH:18]=[CH:17][CH:16]=2)=[CH:7][CH:6]=1.[OH-].[Na+]. Given the product [C:15]1([N:12]2[C:13]3[N:14]=[C:5]([CH2:4][OH:3])[CH:6]=[CH:7][C:8]=3[CH2:9][CH2:10][CH2:11]2)[CH:16]=[CH:17][CH:18]=[CH:19][CH:20]=1, predict the reactants needed to synthesize it. (7) Given the product [F:26][C:25]([F:28])([F:27])[C:23]([OH:29])=[O:24].[NH:8]1[CH2:9][CH2:10][CH:11]([O:14][C:15]2[CH:22]=[CH:21][C:18]([C:19]#[N:20])=[CH:17][CH:16]=2)[CH2:12][CH2:13]1.[C:23]([OH:29])([C:25]([F:28])([F:27])[F:26])=[O:24], predict the reactants needed to synthesize it. The reactants are: C(OC([N:8]1[CH2:13][CH2:12][CH:11]([O:14][C:15]2[CH:22]=[CH:21][C:18]([C:19]#[N:20])=[CH:17][CH:16]=2)[CH2:10][CH2:9]1)=O)(C)(C)C.[C:23]([OH:29])([C:25]([F:28])([F:27])[F:26])=[O:24].